Task: Predict the reactants needed to synthesize the given product.. Dataset: Full USPTO retrosynthesis dataset with 1.9M reactions from patents (1976-2016) (1) Given the product [CH3:4][N:5]([CH:9]=[N:2][C:1]([C@H:4]1[CH2:8][CH2:7][CH2:6][N:5]1[C:9]([O:11][CH2:12][C:13]1[CH:18]=[CH:17][CH:16]=[CH:15][CH:14]=1)=[O:10])=[O:3])[CH3:6], predict the reactants needed to synthesize it. The reactants are: [C:1]([C@H:4]1[CH2:8][CH2:7][CH2:6][N:5]1[C:9]([O:11][CH2:12][C:13]1[CH:18]=[CH:17][CH:16]=[CH:15][CH:14]=1)=[O:10])(=[O:3])[NH2:2]. (2) Given the product [CH3:6][C:5]([CH3:8])([CH3:7])[C:4]([O:3][CH2:2][O:21][C:19]([C@H:17]1[CH2:18][C@@H:16]1[C:14]([C:13]1[CH:22]=[CH:23][C:24]([Cl:25])=[C:11]([Cl:10])[CH:12]=1)=[O:15])=[O:20])=[O:9], predict the reactants needed to synthesize it. The reactants are: I[CH2:2][O:3][C:4](=[O:9])[C:5]([CH3:8])([CH3:7])[CH3:6].[Cl:10][C:11]1[CH:12]=[C:13]([CH:22]=[CH:23][C:24]=1[Cl:25])[C:14]([C@H:16]1[CH2:18][C@@H:17]1[C:19]([O-:21])=[O:20])=[O:15].[Na+].C(=O)([O-])[O-].[K+].[K+]. (3) Given the product [CH3:13][C:12]1([CH3:14])[C:11](=[O:15])[N:10]([C:16]2[CH:23]=[CH:22][C:19]([C:20]#[N:21])=[C:18]([C:24]([F:25])([F:27])[F:26])[CH:17]=2)[C:9](=[S:28])[N:8]1[C:5]1[CH:6]=[N:7][C:2]([O:1][C@H:31]2[CH2:32][CH2:33][O:29][CH2:30]2)=[CH:3][CH:4]=1, predict the reactants needed to synthesize it. The reactants are: [OH:1][C:2]1[N:7]=[CH:6][C:5]([N:8]2[C:12]([CH3:14])([CH3:13])[C:11](=[O:15])[N:10]([C:16]3[CH:23]=[CH:22][C:19]([C:20]#[N:21])=[C:18]([C:24]([F:27])([F:26])[F:25])[CH:17]=3)[C:9]2=[S:28])=[CH:4][CH:3]=1.[O:29]1[CH2:33][CH2:32][C@@H:31](OS(C2C=CC(C)=CC=2)(=O)=O)[CH2:30]1.C(=O)([O-])[O-].[Cs+].[Cs+].[Cl-].[Na+]. (4) Given the product [C:66]([C:64]1[CH:63]=[C:58]([CH:57]=[C:56]([NH:55][C:15]([NH:16][C:17]2[C:26]3[C:21](=[CH:22][CH:23]=[CH:24][CH:25]=3)[C:20]([O:27][C:28]3[CH:33]=[CH:32][N:31]=[C:30]([NH:34][C:35]4[CH:40]=[C:39]([O:41][CH2:42][CH2:43][O:44][CH2:45][CH2:46][O:47][CH2:48][CH2:49][O:50][CH3:51])[CH:38]=[C:37]([O:52][CH3:53])[CH:36]=4)[N:29]=3)=[CH:19][CH:18]=2)=[O:54])[CH:65]=1)[C:59]([NH:61][CH3:62])=[O:60])([CH3:69])([CH3:67])[CH3:68], predict the reactants needed to synthesize it. The reactants are: C(N(CC)CC)C.C1(O[C:15](=[O:54])[NH:16][C:17]2[C:26]3[C:21](=[CH:22][CH:23]=[CH:24][CH:25]=3)[C:20]([O:27][C:28]3[CH:33]=[CH:32][N:31]=[C:30]([NH:34][C:35]4[CH:40]=[C:39]([O:41][CH2:42][CH2:43][O:44][CH2:45][CH2:46][O:47][CH2:48][CH2:49][O:50][CH3:51])[CH:38]=[C:37]([O:52][CH3:53])[CH:36]=4)[N:29]=3)=[CH:19][CH:18]=2)C=CC=CC=1.[NH2:55][C:56]1[CH:57]=[C:58]([CH:63]=[C:64]([C:66]([CH3:69])([CH3:68])[CH3:67])[CH:65]=1)[C:59]([NH:61][CH3:62])=[O:60]. (5) Given the product [C:15]1([C:2](=[O:1])[CH2:3][C:9]2[CH:10]=[N:11][CH:12]=[CH:13][CH:14]=2)[CH:20]=[CH:19][CH:18]=[CH:17][CH:16]=1, predict the reactants needed to synthesize it. The reactants are: [O:1]=[C:2]([C:15]1[CH:20]=[CH:19][CH:18]=[CH:17][CH:16]=1)[CH:3]([C:9]1[CH:10]=[N:11][CH:12]=[CH:13][CH:14]=1)C(OCC)=O.Cl. (6) Given the product [Cl:1][C:2]1[C:3]([F:32])=[C:4]([NH:8][C:9]2[C:18]3[C:13](=[CH:14][C:15]([O:30][CH3:31])=[C:16]([O:19][C@@H:20]4[CH2:25][CH2:24][N:23]([CH3:26])[C@H:22]([C:27]([NH:35][CH3:33])=[O:28])[CH2:21]4)[CH:17]=3)[N:12]=[CH:11][N:10]=2)[CH:5]=[CH:6][CH:7]=1, predict the reactants needed to synthesize it. The reactants are: [Cl:1][C:2]1[C:3]([F:32])=[C:4]([NH:8][C:9]2[C:18]3[C:13](=[CH:14][C:15]([O:30][CH3:31])=[C:16]([O:19][C@@H:20]4[CH2:25][CH2:24][N:23]([CH3:26])[C@H:22]([C:27](O)=[O:28])[CH2:21]4)[CH:17]=3)[N:12]=[CH:11][N:10]=2)[CH:5]=[CH:6][CH:7]=1.[CH2:33]([N:35](CC)CC)C.CCN(C(C)C)C(C)C.Cl.CN.CN(C(ON1N=NC2C=CC=NC1=2)=[N+](C)C)C.F[P-](F)(F)(F)(F)F. (7) The reactants are: [Cl:1][C:2]1[C:7]([F:8])=[CH:6][C:5]([C:9]2[N:10]=[C:11]([N:18]3CCC=C[CH2:20][CH2:19]3)[C:12]3[S:17][CH:16]=[CH:15][C:13]=3[N:14]=2)=[C:4]([F:25])[CH:3]=1.C[N+]1([O-])CC[O:30]CC1.[CH2:34]1[CH2:38][O:37][CH2:36][CH2:35]1.O.Cl.CCOC(C)=O. Given the product [ClH:1].[Cl:1][C:2]1[C:7]([F:8])=[CH:6][C:5]([C:9]2[N:10]=[C:11]([N:18]3[CH2:38][CH2:34][CH:35]([OH:30])[CH:36]([OH:37])[CH2:20][CH2:19]3)[C:12]3[S:17][CH:16]=[CH:15][C:13]=3[N:14]=2)=[C:4]([F:25])[CH:3]=1, predict the reactants needed to synthesize it.